Dataset: Catalyst prediction with 721,799 reactions and 888 catalyst types from USPTO. Task: Predict which catalyst facilitates the given reaction. Reactant: CO[C:3]([C:5]1[C:6]([OH:36])=[C:7]2[C:12](=[C:13]([C:15]3[CH:16]=[N:17][C:18]([CH3:21])=[CH:19][CH:20]=3)[N:14]=1)[N:11]([CH2:22][C:23]1[CH:28]=[CH:27][CH:26]=[CH:25][CH:24]=1)[C:10](=[O:29])[C:9]([C:30]1[CH:35]=[CH:34][CH:33]=[CH:32][CH:31]=1)=[CH:8]2)=[O:4].[NH2:37][CH2:38][CH2:39][C:40]([OH:42])=[O:41].C[O-].[Na+]. Product: [CH2:22]([N:11]1[C:12]2[C:7](=[C:6]([OH:36])[C:5]([C:3]([NH:37][CH2:38][CH2:39][C:40]([OH:42])=[O:41])=[O:4])=[N:14][C:13]=2[C:15]2[CH:16]=[N:17][C:18]([CH3:21])=[CH:19][CH:20]=2)[CH:8]=[C:9]([C:30]2[CH:31]=[CH:32][CH:33]=[CH:34][CH:35]=2)[C:10]1=[O:29])[C:23]1[CH:24]=[CH:25][CH:26]=[CH:27][CH:28]=1. The catalyst class is: 250.